Dataset: NCI-60 drug combinations with 297,098 pairs across 59 cell lines. Task: Regression. Given two drug SMILES strings and cell line genomic features, predict the synergy score measuring deviation from expected non-interaction effect. (1) Drug 1: CCN(CC)CCCC(C)NC1=C2C=C(C=CC2=NC3=C1C=CC(=C3)Cl)OC. Drug 2: C1C(C(OC1N2C=NC3=C2NC=NCC3O)CO)O. Cell line: OVCAR-4. Synergy scores: CSS=24.8, Synergy_ZIP=-1.65, Synergy_Bliss=6.11, Synergy_Loewe=4.10, Synergy_HSA=6.56. (2) Drug 1: CN1C(=O)N2C=NC(=C2N=N1)C(=O)N. Drug 2: C1=NNC2=C1C(=O)NC=N2. Cell line: SK-MEL-5. Synergy scores: CSS=5.67, Synergy_ZIP=-1.34, Synergy_Bliss=-1.78, Synergy_Loewe=-0.262, Synergy_HSA=-2.12.